This data is from Reaction yield outcomes from USPTO patents with 853,638 reactions. The task is: Predict the reaction yield, written as a fraction of the theoretical maximum amount of product (1.0 means a 100% yield; for example, 0.34 means a 34% yield). (1) The reactants are Br[C:2]1[C:7]([F:8])=[CH:6][CH:5]=[CH:4][N:3]=1.[C:9]([C:11]1[CH:16]=[CH:15][C:14](B(O)O)=[CH:13][CH:12]=1)#[N:10].C(=O)([O-])[O-].[Na+].[Na+]. The catalyst is C1C=CC([P]([Pd]([P](C2C=CC=CC=2)(C2C=CC=CC=2)C2C=CC=CC=2)([P](C2C=CC=CC=2)(C2C=CC=CC=2)C2C=CC=CC=2)[P](C2C=CC=CC=2)(C2C=CC=CC=2)C2C=CC=CC=2)(C2C=CC=CC=2)C2C=CC=CC=2)=CC=1. The product is [F:8][C:7]1[C:2]([C:14]2[CH:15]=[CH:16][C:11]([C:9]#[N:10])=[CH:12][CH:13]=2)=[N:3][CH:4]=[CH:5][CH:6]=1. The yield is 0.890. (2) The reactants are [C:1]1([CH:7]([C:10]2[CH:15]=[CH:14][CH:13]=[CH:12][CH:11]=2)[CH2:8][OH:9])[CH:6]=[CH:5][CH:4]=[CH:3][CH:2]=1.C(N(CC)CC)C.[CH3:23][S:24](Cl)(=[O:26])=[O:25]. The catalyst is ClCCl. The product is [CH3:23][S:24]([O:9][CH2:8][CH:7]([C:1]1[CH:2]=[CH:3][CH:4]=[CH:5][CH:6]=1)[C:10]1[CH:11]=[CH:12][CH:13]=[CH:14][CH:15]=1)(=[O:26])=[O:25]. The yield is 0.968. (3) The reactants are [CH3:1][CH:2]1[CH2:8][C:7]2[CH:9]=[C:10]3[O:15][CH2:14][O:13][C:11]3=[CH:12][C:6]=2[C:5]([C:16]2[CH:21]=[CH:20][C:19]([N+:22]([O-:24])=[O:23])=[CH:18][CH:17]=2)=[N:4][N:3]1[C:25](=[S:28])[NH:26][NH2:27].[CH:29](OCC)(OCC)OCC.Cl. No catalyst specified. The product is [CH3:1][CH:2]1[CH2:8][C:7]2[CH:9]=[C:10]3[O:15][CH2:14][O:13][C:11]3=[CH:12][C:6]=2[C:5]([C:16]2[CH:17]=[CH:18][C:19]([N+:22]([O-:24])=[O:23])=[CH:20][CH:21]=2)=[N:4][N:3]1[C:25]1[S:28][CH:29]=[N:27][N:26]=1. The yield is 0.770. (4) The reactants are Cl[C:2]1[CH:7]=[C:6](I)[C:5]([Cl:9])=[CH:4][N:3]=1.[NH2:10][C:11]1[CH:18]=[C:17]([F:19])[CH:16]=[CH:15][C:12]=1C#N.[O-]P(OP(OP([O-])([O-])=O)([O-])=O)(=O)[O-].[K+].[K+].[K+].[K+].[K+].C1C=CC(P(C2C(OC3C(P(C4C=CC=CC=4)C4C=CC=CC=4)=CC=CC=3)=CC=CC=2)C2C=CC=CC=2)=CC=1.[CH3:77][C:78]1[CH:82]=[C:81]([NH2:83])[N:80]([CH:84]([CH3:86])[CH3:85])[N:79]=1.[C:87](=[O:90])([O-])[O-:88].[Cs+].[Cs+].[OH-].[Na+]. The catalyst is O1CCOCC1.C([O-])(=O)C.[Pd+2].C([O-])(=O)C.C(OCC)(=O)C. The product is [Cl:9][C:5]1[C:6]([NH:10][C:11]2[CH:18]=[C:17]([F:19])[CH:16]=[CH:15][C:12]=2[C:87]([OH:88])=[O:90])=[CH:7][C:2]([NH:83][C:81]2[N:80]([CH:84]([CH3:86])[CH3:85])[N:79]=[C:78]([CH3:77])[CH:82]=2)=[N:3][CH:4]=1. The yield is 0.339. (5) The reactants are FC(F)(F)C(O)=O.[CH3:8][N:9]1[C:17]2[CH:16]=[C:15]([C:18]3[CH:19]=[N:20][C:21]([O:28][CH2:29][CH2:30][CH:31]4[CH2:36][CH2:35][NH:34][CH2:33][CH2:32]4)=[C:22]([C:24]([F:27])([F:26])[F:25])[CH:23]=3)[N:14]=[C:13]([C:37]#[N:38])[C:12]=2[N:11]=[N:10]1.C(N(CC)C(C)C)(C)C.Cl[CH2:49][C:50]([CH3:53])([OH:52])[CH3:51].[I-].[Na+]. The catalyst is C(#N)C. The product is [OH:52][C:50]([CH3:53])([CH3:51])[CH2:49][N:34]1[CH2:35][CH2:36][CH:31]([CH2:30][CH2:29][O:28][C:21]2[N:20]=[CH:19][C:18]([C:15]3[N:14]=[C:13]([C:37]#[N:38])[C:12]4[N:11]=[N:10][N:9]([CH3:8])[C:17]=4[CH:16]=3)=[CH:23][C:22]=2[C:24]([F:25])([F:26])[F:27])[CH2:32][CH2:33]1. The yield is 0.310. (6) The reactants are Br[C:2]1[CH:3]=[C:4]2[C:9](=[CH:10][CH:11]=1)[C:8](=[O:12])[N:7]([CH2:13][CH:14]([CH3:16])[CH3:15])[C:6]([CH2:17][NH:18][C:19](=[O:25])[O:20][C:21]([CH3:24])([CH3:23])[CH3:22])=[C:5]2[O:26][CH2:27][CH2:28][CH2:29][CH3:30].C([Sn](CCCC)(CCCC)[C:36]1[O:37][CH:38]=[CH:39][CH:40]=1)CCC.O. The catalyst is O1CCCC1.C1C=CC([P]([Pd]([P](C2C=CC=CC=2)(C2C=CC=CC=2)C2C=CC=CC=2)([P](C2C=CC=CC=2)(C2C=CC=CC=2)C2C=CC=CC=2)[P](C2C=CC=CC=2)(C2C=CC=CC=2)C2C=CC=CC=2)(C2C=CC=CC=2)C2C=CC=CC=2)=CC=1. The product is [CH2:27]([O:26][C:5]1[C:4]2[C:9](=[CH:10][CH:11]=[C:2]([C:36]3[O:37][CH:38]=[CH:39][CH:40]=3)[CH:3]=2)[C:8](=[O:12])[N:7]([CH2:13][CH:14]([CH3:16])[CH3:15])[C:6]=1[CH2:17][NH:18][C:19](=[O:25])[O:20][C:21]([CH3:23])([CH3:22])[CH3:24])[CH2:28][CH2:29][CH3:30]. The yield is 0.761. (7) The reactants are BrCC1CC1(F)F.Br[CH2:9][CH2:10][CH2:11][C:12]([F:15])([F:14])[F:13].[CH3:16][C:17]1[N:18]=[C:19]([N:27]2[CH2:31][CH2:30][NH:29][C:28]2=[O:32])[S:20][C:21]=1[C:22]([O:24][CH2:25][CH3:26])=[O:23]. No catalyst specified. The product is [CH3:16][C:17]1[N:18]=[C:19]([N:27]2[CH2:31][CH2:30][N:29]([CH2:9][CH2:10][CH2:11][C:12]([F:15])([F:14])[F:13])[C:28]2=[O:32])[S:20][C:21]=1[C:22]([O:24][CH2:25][CH3:26])=[O:23]. The yield is 0.980. (8) The reactants are [NH2:1][CH2:2][CH:3]([C:17]1[CH:22]=[CH:21][CH:20]=[CH:19][CH:18]=1)[CH2:4][P:5](C(OCC)OCC)(=[O:9])[O:6]CC.[CH2:23]([C:31]1[CH:38]=[CH:37][C:34]([CH:35]=O)=[CH:33][CH:32]=1)[CH2:24][CH2:25][CH2:26][CH2:27][CH2:28][CH2:29][CH3:30]. The catalyst is CO. The product is [CH2:23]([C:31]1[CH:38]=[CH:37][C:34]([CH2:35][NH:1][CH2:2][CH:3]([C:17]2[CH:18]=[CH:19][CH:20]=[CH:21][CH:22]=2)[CH2:4][PH:5](=[O:9])[OH:6])=[CH:33][CH:32]=1)[CH2:24][CH2:25][CH2:26][CH2:27][CH2:28][CH2:29][CH3:30]. The yield is 0.260.